Predict the reaction yield, written as a fraction of the theoretical maximum amount of product (1.0 means a 100% yield; for example, 0.34 means a 34% yield). From a dataset of Reaction yield outcomes from USPTO patents with 853,638 reactions. (1) The reactants are Br[C:2]1[CH:7]=[N:6][CH:5]=[C:4]2[N:8]([CH2:11][CH2:12][OH:13])[N:9]=[CH:10][C:3]=12.[F:14][C:15]1[CH:20]=[CH:19][C:18]([C:21]([F:24])([F:23])[F:22])=[CH:17][C:16]=1[NH:25][C:26]([NH:28][C:29]1[CH:34]=[CH:33][C:32](B2OC(C)(C)C(C)(C)O2)=[CH:31][CH:30]=1)=[O:27].C1(C)C=CC=CC=1.C([O-])([O-])=O.[Na+].[Na+]. The catalyst is O.C(OCC)(=O)C.C1C=CC([P]([Pd]([P](C2C=CC=CC=2)(C2C=CC=CC=2)C2C=CC=CC=2)([P](C2C=CC=CC=2)(C2C=CC=CC=2)C2C=CC=CC=2)[P](C2C=CC=CC=2)(C2C=CC=CC=2)C2C=CC=CC=2)(C2C=CC=CC=2)C2C=CC=CC=2)=CC=1.CCO. The product is [F:14][C:15]1[CH:20]=[CH:19][C:18]([C:21]([F:24])([F:23])[F:22])=[CH:17][C:16]=1[NH:25][C:26]([NH:28][C:29]1[CH:34]=[CH:33][C:32]([C:2]2[CH:7]=[N:6][CH:5]=[C:4]3[N:8]([CH2:11][CH2:12][OH:13])[N:9]=[CH:10][C:3]=23)=[CH:31][CH:30]=1)=[O:27]. The yield is 0.0600. (2) The reactants are [CH3:1][O:2][C:3](=[O:28])[CH2:4][CH2:5][C:6]1[CH:11]=[CH:10][C:9]([O:12][C:13]2[CH:18]=[CH:17][CH:16]=[C:15]([O:19]CC3C=CC=CC=3)[CH:14]=2)=[CH:8][C:7]=1[CH3:27]. The catalyst is C(OCC)(=O)C.[Pd]. The product is [CH3:1][O:2][C:3](=[O:28])[CH2:4][CH2:5][C:6]1[CH:11]=[CH:10][C:9]([O:12][C:13]2[CH:18]=[CH:17][CH:16]=[C:15]([OH:19])[CH:14]=2)=[CH:8][C:7]=1[CH3:27]. The yield is 1.00.